This data is from Forward reaction prediction with 1.9M reactions from USPTO patents (1976-2016). The task is: Predict the product of the given reaction. Given the reactants [Cl:1][C:2]1[C:7]([C:8]2[C:13]([Cl:14])=[CH:12][N:11]=[CH:10][N:9]=2)=[C:6](Cl)[N:5]2[N:16]=[CH:17][C:18]([CH:19]=[O:20])=[C:4]2[N:3]=1.[CH3:21][CH:22]1[CH2:27][CH2:26][NH:25][CH2:24][CH2:23]1.C(=O)([O-])[O-].[K+].[K+].O, predict the reaction product. The product is: [Cl:1][C:2]1[C:7]([C:8]2[C:13]([Cl:14])=[CH:12][N:11]=[CH:10][N:9]=2)=[C:6]([N:25]2[CH2:26][CH2:27][CH:22]([CH3:21])[CH2:23][CH2:24]2)[N:5]2[N:16]=[CH:17][C:18]([CH:19]=[O:20])=[C:4]2[N:3]=1.